From a dataset of Full USPTO retrosynthesis dataset with 1.9M reactions from patents (1976-2016). Predict the reactants needed to synthesize the given product. (1) Given the product [CH3:6][NH:8][C:9]([CH3:59])([C:11]([NH:13][C@H:14]([C:18]([N:20]([C@@H:22]([C@@H:55]([CH3:58])[CH2:56][CH3:57])[C@H:23]([O:53][CH3:54])[CH2:24][C:25]([N:27]1[CH2:31][CH2:30][CH2:29][C@H:28]1[C@H:32]([O:51][CH3:52])[C@@H:33]([CH3:50])[C:34](=[O:49])[NH:35][C@H:36]([C:44]1[S:45][CH:46]=[CH:47][N:48]=1)[CH2:37][C:38]1[CH:39]=[CH:40][CH:41]=[CH:42][CH:43]=1)=[O:26])[CH3:21])=[O:19])[CH:15]([CH3:17])[CH3:16])=[O:12])[CH3:10], predict the reactants needed to synthesize it. The reactants are: C(O[C:6]([N:8](C)[C:9]([CH3:59])([C:11]([NH:13][C@H:14]([C:18]([N:20]([C@@H:22]([C@@H:55]([CH3:58])[CH2:56][CH3:57])[C@H:23]([O:53][CH3:54])[CH2:24][C:25]([N:27]1[CH2:31][CH2:30][CH2:29][C@H:28]1[C@H:32]([O:51][CH3:52])[C@@H:33]([CH3:50])[C:34](=[O:49])[NH:35][C@H:36]([C:44]1[S:45][CH:46]=[CH:47][N:48]=1)[CH2:37][C:38]1[CH:43]=[CH:42][CH:41]=[CH:40][CH:39]=1)=[O:26])[CH3:21])=[O:19])[CH:15]([CH3:17])[CH3:16])=[O:12])[CH3:10])=O)(C)(C)C.FC(F)(F)C(O)=O. (2) Given the product [NH2:29][C:30]1[N:31]=[C:32]([C:52]2[CH:53]=[CH:54][C:55]([F:58])=[CH:56][CH:57]=2)[C:33]2[C:42](=[O:43])[C:41]3[C:36](=[C:37]([C:16]4[CH:17]=[CH:18][C:19]([N:22]5[CH2:23][CH2:24][NH:25][CH2:26][CH2:27]5)=[CH:20][CH:21]=4)[CH:38]=[CH:39][CH:40]=3)[C:34]=2[N:35]=1, predict the reactants needed to synthesize it. The reactants are: O1CCOCC1.O.CC1(C)C(C)(C)OB([C:16]2[CH:21]=[CH:20][C:19]([N:22]3[CH2:27][CH2:26][NH:25][CH2:24][CH2:23]3)=[CH:18][CH:17]=2)O1.[NH2:29][C:30]1[N:31]=[C:32]([C:52]2[CH:57]=[CH:56][C:55]([F:58])=[CH:54][CH:53]=2)[C:33]2[C:42](=[O:43])[C:41]3[C:36](=[C:37](OS(C(F)(F)F)(=O)=O)[CH:38]=[CH:39][CH:40]=3)[C:34]=2[N:35]=1.C([O-])([O-])=O.[K+].[K+]. (3) Given the product [Cl:1][C:2]1[CH:3]=[N:4][C:5]2[N:6]([N:8]=[C:9]([C:11]([N:22]3[CH2:23][CH:24]=[C:19]([C:15]4[O:14][CH:18]=[CH:17][CH:16]=4)[CH2:20][CH:21]3[CH3:25])=[O:13])[CH:10]=2)[CH:7]=1, predict the reactants needed to synthesize it. The reactants are: [Cl:1][C:2]1[CH:3]=[N:4][C:5]2[N:6]([N:8]=[C:9]([C:11]([OH:13])=O)[CH:10]=2)[CH:7]=1.[O:14]1[CH:18]=[CH:17][CH:16]=[C:15]1[C:19]1[CH2:20][CH:21]([CH3:25])[NH:22][CH2:23][CH:24]=1. (4) Given the product [CH2:5]1[C:6]2[CH:11]=[CH:10][CH:9]=[CH:8][C:7]=2[CH2:1][CH2:2][N:3]([C:19]([O:21][CH2:22][CH3:23])=[O:20])[CH2:4]1, predict the reactants needed to synthesize it. The reactants are: [CH2:1]1[C:7]2[CH:8]=[CH:9][CH:10]=[CH:11][C:6]=2[CH2:5][CH2:4][NH:3][CH2:2]1.N1C=CC=CC=1.Cl[C:19]([O:21][CH2:22][CH3:23])=[O:20]. (5) Given the product [Cl:1][C:2]1[C:11]2[C:6](=[C:7]([N+:17]([O-:19])=[O:18])[CH:8]=[CH:9][CH:10]=2)[N:5]=[CH:4][CH:3]=1, predict the reactants needed to synthesize it. The reactants are: [Cl:1][C:2]1[C:11]2[C:6](=[CH:7][CH:8]=[CH:9][CH:10]=2)[N:5]=[CH:4][CH:3]=1.S(=O)(=O)(O)O.[N+:17]([O-])([OH:19])=[O:18].[OH-].[NH4+]. (6) Given the product [C:1]([C:5]1[CH:6]=[C:7]([C:15]2[CH:23]=[CH:22][CH:21]=[C:20]3[C:16]=2[CH:17]=[CH:18][CH:19]3[C:26]2([CH:19]3[C:20]4[C:16](=[C:15]([C:7]5[CH:8]=[C:9]([C:11]([CH3:13])([CH3:12])[CH3:14])[CH:10]=[C:5]([C:1]([CH3:4])([CH3:3])[CH3:2])[CH:6]=5)[CH:23]=[CH:22][CH:21]=4)[CH:17]=[CH:18]3)[CH2:29][CH2:28][CH2:27]2)[CH:8]=[C:9]([C:11]([CH3:14])([CH3:13])[CH3:12])[CH:10]=1)([CH3:2])([CH3:3])[CH3:4], predict the reactants needed to synthesize it. The reactants are: [C:1]([C:5]1[CH:6]=[C:7]([C:15]2[CH:23]=[CH:22][CH:21]=[C:20]3[C:16]=2[CH:17]=[CH:18][CH2:19]3)[CH:8]=[C:9]([C:11]([CH3:14])([CH3:13])[CH3:12])[CH:10]=1)([CH3:4])([CH3:3])[CH3:2].[OH-].[K+].[C:26]1(=O)[CH2:29][CH2:28][CH2:27]1.Cl. (7) Given the product [CH3:35][N:33]1[CH:34]=[C:30]([S:27]([N:18]2[CH2:19][C@H:20]([C:21]3[CH:26]=[CH:25][CH:24]=[CH:23][CH:22]=3)[C@@H:16]([N:8]([CH2:9][CH2:10][CH2:11][CH:12]=[O:13])[C:6](=[O:7])[O:5][C:1]([CH3:3])([CH3:4])[CH3:2])[CH2:17]2)(=[O:29])=[O:28])[N:31]=[CH:32]1, predict the reactants needed to synthesize it. The reactants are: [C:1]([O:5][C:6]([N:8]([C@@H:16]1[C@@H:20]([C:21]2[CH:26]=[CH:25][CH:24]=[CH:23][CH:22]=2)[CH2:19][N:18]([S:27]([C:30]2[N:31]=[CH:32][N:33]([CH3:35])[CH:34]=2)(=[O:29])=[O:28])[CH2:17]1)[CH2:9][CH2:10][CH2:11][C:12](OC)=[O:13])=[O:7])([CH3:4])([CH3:3])[CH3:2].[H-].C([Al+]CC(C)C)C(C)C. (8) The reactants are: [CH2:1]([O:8][C:9]1[C:10]([NH:37][C:38]2[CH:43]=[CH:42][CH:41]=[CH:40][C:39]=2[N+:44]([O-])=O)=[C:11]([Br:36])[C:12]2[CH2:13][C@H:14]3[N:25]([C:26]([O:28][CH2:29][C:30]4[CH:35]=[CH:34][CH:33]=[CH:32][CH:31]=4)=[O:27])[CH2:24][CH2:23][C@@:20]4([C:21]=2[CH:22]=1)[C@H:15]3[CH2:16][CH2:17][CH2:18][CH2:19]4)[C:2]1[CH:7]=[CH:6][CH:5]=[CH:4][CH:3]=1.O.NN. Given the product [NH2:44][C:39]1[CH:40]=[CH:41][CH:42]=[CH:43][C:38]=1[NH:37][C:10]1[C:9]([O:8][CH2:1][C:2]2[CH:7]=[CH:6][CH:5]=[CH:4][CH:3]=2)=[CH:22][C:21]2[C@:20]34[CH2:23][CH2:24][N:25]([C:26]([O:28][CH2:29][C:30]5[CH:35]=[CH:34][CH:33]=[CH:32][CH:31]=5)=[O:27])[C@@H:14]([C@@H:15]3[CH2:16][CH2:17][CH2:18][CH2:19]4)[CH2:13][C:12]=2[C:11]=1[Br:36], predict the reactants needed to synthesize it.